This data is from Full USPTO retrosynthesis dataset with 1.9M reactions from patents (1976-2016). The task is: Predict the reactants needed to synthesize the given product. (1) Given the product [Br:23][C:24]1[CH:29]=[C:28]([CH:27]=[CH:26][C:25]=1[F:32])[CH2:30][C:13]1([C:16]([O:18][C:19]([CH3:22])([CH3:21])[CH3:20])=[O:17])[CH2:15][CH2:14]1, predict the reactants needed to synthesize it. The reactants are: C(NC(C)C)(C)C.C([Li])CCC.[CH:13]1([C:16]([O:18][C:19]([CH3:22])([CH3:21])[CH3:20])=[O:17])[CH2:15][CH2:14]1.[Br:23][C:24]1[CH:29]=[C:28]([CH2:30]Br)[CH:27]=[CH:26][C:25]=1[F:32].[Cl-].[NH4+]. (2) Given the product [OH:6][C:7]1[CH:8]=[C:9]2[C:14](=[CH:15][CH:16]=1)[C:13]([C:17]([C:19]1[CH:20]=[CH:21][C:22]([O:25][CH2:26][CH2:27][N:28]3[CH2:29][CH2:30][CH2:31][CH2:32][CH2:33]3)=[CH:23][CH:24]=1)=[O:18])=[C:12]([CH2:34][C:35]1[CH:40]=[CH:39][CH:38]=[CH:37][C:36]=1[OH:41])[CH:11]=[CH:10]2, predict the reactants needed to synthesize it. The reactants are: B(Br)(Br)Br.C[O:6][C:7]1[CH:8]=[C:9]2[C:14](=[CH:15][CH:16]=1)[C:13]([C:17]([C:19]1[CH:24]=[CH:23][C:22]([O:25][CH2:26][CH2:27][N:28]3[CH2:33][CH2:32][CH2:31][CH2:30][CH2:29]3)=[CH:21][CH:20]=1)=[O:18])=[C:12]([CH2:34][C:35]1[CH:40]=[CH:39][CH:38]=[CH:37][C:36]=1[O:41]C)[CH:11]=[CH:10]2. (3) The reactants are: [Cl:1][C:2]1[CH:7]=[CH:6][C:5]([N:8]2[C:12]([S:13]([CH3:16])(=[O:15])=[O:14])=[C:11]([C:17]([O:19]C(C)(C)C)=[O:18])[N:10]=[C:9]2[C:24]2[CH:29]=[CH:28][C:27]([Cl:30])=[CH:26][C:25]=2[Cl:31])=[CH:4][CH:3]=1.C(O)(C(F)(F)F)=O.[SiH](CC)(CC)CC. Given the product [Cl:1][C:2]1[CH:7]=[CH:6][C:5]([N:8]2[C:12]([S:13]([CH3:16])(=[O:15])=[O:14])=[C:11]([C:17]([OH:19])=[O:18])[N:10]=[C:9]2[C:24]2[CH:29]=[CH:28][C:27]([Cl:30])=[CH:26][C:25]=2[Cl:31])=[CH:4][CH:3]=1, predict the reactants needed to synthesize it. (4) Given the product [Si:20]([O:1][C:2]1[CH:3]=[C:4]2[C:8](=[CH:9][CH:10]=1)[NH:7][CH:6]=[CH:5]2)([C:17]([CH3:19])([CH3:18])[CH3:16])([CH3:22])[CH3:21], predict the reactants needed to synthesize it. The reactants are: [OH:1][C:2]1[CH:3]=[C:4]2[C:8](=[CH:9][CH:10]=1)[NH:7][CH:6]=[CH:5]2.N1C=CN=C1.[CH3:16][C:17]([Si:20](Cl)([CH3:22])[CH3:21])([CH3:19])[CH3:18].